From a dataset of Full USPTO retrosynthesis dataset with 1.9M reactions from patents (1976-2016). Predict the reactants needed to synthesize the given product. (1) Given the product [Br:1][C:2]1[CH:7]=[CH:6][CH:5]=[CH:4][C:3]=1[O:8][CH2:12][CH2:13][C:14]([OH:16])=[O:15], predict the reactants needed to synthesize it. The reactants are: [Br:1][C:2]1[CH:7]=[CH:6][CH:5]=[CH:4][C:3]=1[OH:8].[OH-].[Na+].Br[CH2:12][CH2:13][C:14]([OH:16])=[O:15]. (2) Given the product [Cl:1][C:2]1[C:3]([O:9][C:10]2[CH:17]=[C:16]([O:18][CH2:19][CH2:20][O:21][CH3:22])[CH:15]=[CH:14][C:11]=2/[CH:12]=[C:24](\[CH3:23])/[C:25]([OH:27])=[O:26])=[N:4][CH:5]=[C:6]([Cl:8])[CH:7]=1, predict the reactants needed to synthesize it. The reactants are: [Cl:1][C:2]1[C:3]([O:9][C:10]2[CH:17]=[C:16]([O:18][CH2:19][CH2:20][O:21][CH3:22])[CH:15]=[CH:14][C:11]=2[CH:12]=O)=[N:4][CH:5]=[C:6]([Cl:8])[CH:7]=1.[CH3:23][CH:24](C(O)=O)[C:25]([OH:27])=[O:26].N1CCCC1.Cl. (3) Given the product [Cl:2][C:3]1[CH:8]=[C:7]([O:9][CH3:10])[CH:6]=[CH:5][C:4]=1[N:11]1[C:16]([CH3:17])=[N:15][C:13]([NH2:14])=[N:12]1, predict the reactants needed to synthesize it. The reactants are: Cl.[Cl:2][C:3]1[CH:8]=[C:7]([O:9][CH3:10])[CH:6]=[CH:5][C:4]=1[NH:11][NH:12][C:13](=[NH:15])[NH2:14].[C:16](Cl)(=O)[CH3:17].Cl. (4) Given the product [F:89][C:86]1[CH:87]=[CH:88][C:83]([C:61]2[C:62]3[C:67]([N:68]4[CH2:69][CH2:70][CH:71]([NH:74][C:75](=[O:81])[O:76][C:77]([CH3:80])([CH3:79])[CH3:78])[CH2:72][CH2:73]4)=[N:66][CH:65]=[N:64][C:63]=3[O:82][C:60]=2[C:57]2[CH:56]=[CH:55][C:54]([N:44]([CH:45]=[O:46])[CH3:43])=[CH:59][CH:58]=2)=[CH:84][CH:85]=1, predict the reactants needed to synthesize it. The reactants are: CC1(C)C2C=CC=C(P(C3C=CC=CC=3)C3C=CC=CC=3)C=2OC2C1=CC=CC=2P(C1C=CC=CC=1)C1C=CC=CC=1.[CH3:43][NH:44][CH:45]=[O:46].C(=O)([O-])[O-].[Cs+].[Cs+].Br[C:54]1[CH:59]=[CH:58][C:57]([C:60]2[O:82][C:63]3[N:64]=[CH:65][N:66]=[C:67]([N:68]4[CH2:73][CH2:72][CH:71]([NH:74][C:75](=[O:81])[O:76][C:77]([CH3:80])([CH3:79])[CH3:78])[CH2:70][CH2:69]4)[C:62]=3[C:61]=2[C:83]2[CH:88]=[CH:87][C:86]([F:89])=[CH:85][CH:84]=2)=[CH:56][CH:55]=1. (5) Given the product [CH:1]1([CH2:6][CH:7]([C:11]2[CH:16]=[CH:15][C:14]([S:17]([CH3:20])(=[O:19])=[O:18])=[CH:13][CH:12]=2)[C:8]([NH:63][C:59]2[CH:60]=[N:61][O:62][C:58]=2[CH:55]([CH3:57])[CH3:56])=[O:10])[CH2:2][CH2:3][CH2:4][CH2:5]1, predict the reactants needed to synthesize it. The reactants are: [CH:1]1([CH2:6][CH:7]([C:11]2[CH:16]=[CH:15][C:14]([S:17]([CH3:20])(=[O:19])=[O:18])=[CH:13][CH:12]=2)[C:8]([OH:10])=O)[CH2:5][CH2:4][CH2:3][CH2:2]1.C(N(CC)C(C)C)(C)C.F[P-](F)(F)(F)(F)F.CN(C(N(C)C)=[N+]1C2C(=NC=CC=2)[N+]([O-])=N1)C.Cl.[CH:55]([C:58]1[O:62][N:61]=[CH:60][C:59]=1[NH2:63])([CH3:57])[CH3:56].